This data is from Forward reaction prediction with 1.9M reactions from USPTO patents (1976-2016). The task is: Predict the product of the given reaction. (1) Given the reactants Cl.[Cl:2][C:3]1[CH:26]=[CH:25][C:6]2[N:7]3[C:11]([CH2:12][NH:13][CH2:14][C:5]=2[CH:4]=1)=[N:10][N:9]=[C:8]3[C@H:15]1[CH2:20][CH2:19][C@H:18]([O:21][CH:22]([CH3:24])[CH3:23])[CH2:17][CH2:16]1.C(=O)([O-])[O-].[K+].[K+].Br.Br[CH2:35][C:36]1[CH:41]=[CH:40][CH:39]=[CH:38][N:37]=1, predict the reaction product. The product is: [Cl:2][C:3]1[CH:26]=[CH:25][C:6]2[N:7]3[C:11](=[N:10][N:9]=[C:8]3[C@H:15]3[CH2:16][CH2:17][C@H:18]([O:21][CH:22]([CH3:24])[CH3:23])[CH2:19][CH2:20]3)[CH2:12][N:13]([CH2:35][C:36]3[CH:41]=[CH:40][CH:39]=[CH:38][N:37]=3)[CH2:14][C:5]=2[CH:4]=1. (2) Given the reactants ClN1C(=O)CCC1=O.N1C=CC=CC=1.[N:15]1[CH:20]=[CH:19][CH:18]=[CH:17][C:16]=1[CH:21]=[N:22][OH:23].[CH2:24]([O:26][C:27](=[O:36])/[CH:28]=[C:29](/N1CCCC1)\[CH3:30])[CH3:25].C(N(CC)CC)C, predict the reaction product. The product is: [CH2:24]([O:26][C:27]([C:28]1[C:21]([C:16]2[CH:17]=[CH:18][CH:19]=[CH:20][N:15]=2)=[N:22][O:23][C:29]=1[CH3:30])=[O:36])[CH3:25].